Dataset: Forward reaction prediction with 1.9M reactions from USPTO patents (1976-2016). Task: Predict the product of the given reaction. (1) Given the reactants N#N.II.Br[C:6]1[CH:11]=[CH:10][CH:9]=[CH:8][C:7]=1[CH2:12][CH3:13].[O:14]1[CH2:16][CH2:15]1, predict the reaction product. The product is: [CH2:12]([C:7]1[CH:8]=[CH:9][CH:10]=[CH:11][C:6]=1[CH2:16][CH2:15][OH:14])[CH3:13]. (2) Given the reactants C[O:2][C:3](=[O:28])[CH2:4][CH2:5][CH2:6][S:7][CH2:8][CH2:9][N:10]1[C:15](=[O:16])[CH2:14][CH2:13][CH2:12][C@@H:11]1/[CH:17]=[CH:18]/[CH:19]([OH:27])[CH2:20][C:21]1[CH:26]=[CH:25][CH:24]=[CH:23][CH:22]=1, predict the reaction product. The product is: [OH:27][CH:19]([CH2:20][C:21]1[CH:22]=[CH:23][CH:24]=[CH:25][CH:26]=1)/[CH:18]=[CH:17]/[C@H:11]1[CH2:12][CH2:13][CH2:14][C:15](=[O:16])[N:10]1[CH2:9][CH2:8][S:7][CH2:6][CH2:5][CH2:4][C:3]([OH:28])=[O:2].